The task is: Predict the reactants needed to synthesize the given product.. This data is from Full USPTO retrosynthesis dataset with 1.9M reactions from patents (1976-2016). Given the product [CH3:1][O:2][C:3](=[O:33])[C:4]1[CH:9]=[CH:8][C:7]([CH2:10][N:11]2[CH:15]=[C:14]([C:16]3[CH:21]=[CH:20][C:19]([Cl:22])=[CH:18][C:17]=3[Cl:23])[N:13]=[C:12]2/[CH:24]=[CH:25]/[C:26]2[CH:31]=[CH:30][C:29]([C:39]3[CH:38]=[N:37][C:36]([O:35][CH3:34])=[CH:41][CH:40]=3)=[CH:28][CH:27]=2)=[CH:6][CH:5]=1, predict the reactants needed to synthesize it. The reactants are: [CH3:1][O:2][C:3](=[O:33])[C:4]1[CH:9]=[CH:8][C:7]([CH2:10][N:11]2[CH:15]=[C:14]([C:16]3[CH:21]=[CH:20][C:19]([Cl:22])=[CH:18][C:17]=3[Cl:23])[N:13]=[C:12]2/[CH:24]=[CH:25]/[C:26]2[CH:31]=[CH:30][C:29](Br)=[CH:28][CH:27]=2)=[CH:6][CH:5]=1.[CH3:34][O:35][C:36]1[CH:41]=[CH:40][C:39](B(O)O)=[CH:38][N:37]=1.